From a dataset of Catalyst prediction with 721,799 reactions and 888 catalyst types from USPTO. Predict which catalyst facilitates the given reaction. (1) Reactant: [H-].[Na+].[Cl:3][C:4]1[CH:5]=[CH:6][C:7]([NH:10][C:11](=[O:18])[C@@H:12]([OH:17])[CH2:13][O:14][CH2:15][CH3:16])=[N:8][CH:9]=1.[CH3:19][N:20]1[CH:24]=[CH:23][N:22]=[C:21]1[N:25]1[C:29]2=[N:30][CH:31]=[N:32][C:33](OC3C=CC=CC=3)=[C:28]2[CH:27]=[N:26]1. Product: [Cl:3][C:4]1[CH:5]=[CH:6][C:7]([NH:10][C:11](=[O:18])[C@@H:12]([O:17][C:33]2[N:32]=[CH:31][N:30]=[C:29]3[N:25]([C:21]4[N:20]([CH3:19])[CH:24]=[CH:23][N:22]=4)[N:26]=[CH:27][C:28]=23)[CH2:13][O:14][CH2:15][CH3:16])=[N:8][CH:9]=1. The catalyst class is: 1. (2) Reactant: [OH:1][C:2]1[CH:7]=[CH:6][C:5]([C:8]2([C:16]3[CH:21]=[C:20]([C:22]4[CH:27]=[CH:26][CH:25]=[C:24]([O:28][CH3:29])[CH:23]=4)[CH:19]=[CH:18][N:17]=3)[NH:12][C:11](=S)[N:10]([CH3:14])[C:9]2=[O:15])=[CH:4][CH:3]=1.[NH3:30]. Product: [NH2:30][C:11]1[N:10]([CH3:14])[C:9](=[O:15])[C:8]([C:5]2[CH:6]=[CH:7][C:2]([OH:1])=[CH:3][CH:4]=2)([C:16]2[CH:21]=[C:20]([C:22]3[CH:27]=[CH:26][CH:25]=[C:24]([O:28][CH3:29])[CH:23]=3)[CH:19]=[CH:18][N:17]=2)[N:12]=1. The catalyst class is: 4.